This data is from Forward reaction prediction with 1.9M reactions from USPTO patents (1976-2016). The task is: Predict the product of the given reaction. (1) Given the reactants C[O:2][C:3]1[CH:8]=[CH:7][C:6]([C:9]2[CH:18]=[CH:17][C:16]3[C:11](=[CH:12][CH:13]=[CH:14][CH:15]=3)[CH:10]=2)=[CH:5][CH:4]=1.Cl.[NH+]1C=CC=CC=1, predict the reaction product. The product is: [CH:10]1[C:11]2[C:16](=[CH:15][CH:14]=[CH:13][CH:12]=2)[CH:17]=[CH:18][C:9]=1[C:6]1[CH:7]=[CH:8][C:3]([OH:2])=[CH:4][CH:5]=1. (2) Given the reactants C(S([O-])=O)O.[Na+].[C:7](#[N:10])[CH:8]=[CH2:9].[CH2:11]=[CH:12][C:13]1[CH:18]=[CH:17][CH:16]=[CH:15][CH:14]=1.C(OO)(C)(C)C.C(ON(OC(=O)C)CCN(OC(=O)C)OC(=O)C)(=O)C.[Na].[Na], predict the reaction product. The product is: [CH2:9]=[CH:8][C:7]#[N:10].[CH2:11]=[CH:12][C:13]1[CH:18]=[CH:17][CH:16]=[CH:15][CH:14]=1. (3) The product is: [NH2:11][CH2:10][C:9]1[CH:8]=[C:7]([CH:21]=[CH:20][CH:19]=1)[N:6]([CH2:4][CH3:5])[CH2:22][CH3:23]. Given the reactants CO.Cl.[CH2:4]([N:6]([CH2:22][CH3:23])[C:7]1[CH:8]=[C:9]([CH:19]=[CH:20][CH:21]=1)[CH2:10][NH:11]C(=O)OC(C)(C)C)[CH3:5], predict the reaction product.